From a dataset of Forward reaction prediction with 1.9M reactions from USPTO patents (1976-2016). Predict the product of the given reaction. (1) Given the reactants [Cl:1][C:2]1[CH:7]=[CH:6][C:5]([C:8]2[CH:13]=[N:12][N:11]3[C:14](=[O:17])[NH:15][N:16]=[C:10]3[C:9]=2[C:18]2[CH:23]=[CH:22][C:21]([Cl:24])=[CH:20][CH:19]=2)=[CH:4][CH:3]=1.C([O-])([O-])=O.[K+].[K+].[Cl:31][C:32]1[CH:39]=[CH:38][C:35]([CH2:36]Br)=[CH:34][CH:33]=1.O, predict the reaction product. The product is: [Cl:31][C:32]1[CH:39]=[CH:38][C:35]([CH2:36][N:15]2[C:14](=[O:17])[N:11]3[N:12]=[CH:13][C:8]([C:5]4[CH:6]=[CH:7][C:2]([Cl:1])=[CH:3][CH:4]=4)=[C:9]([C:18]4[CH:23]=[CH:22][C:21]([Cl:24])=[CH:20][CH:19]=4)[C:10]3=[N:16]2)=[CH:34][CH:33]=1. (2) Given the reactants [NH2:1][C:2]1[N:7]=[CH:6][N:5]=[C:4]2[N:8]([CH:14]([C:16]3[C:17]([O:34][CH3:35])=[C:18]([CH:25]4[CH2:28][N:27]([C@@H:29]([CH3:33])[C:30](O)=[O:31])[CH2:26]4)[C:19]([CH3:24])=[C:20]([C:22]#[N:23])[CH:21]=3)[CH3:15])[N:9]=[C:10]([CH:11]([F:13])[F:12])[C:3]=12.[Cl-].C[NH3+].[CH2:39]([N:41](CC)CC)C.F[P-](F)(F)(F)(F)F.N1(O[P+](N(C)C)(N(C)C)N(C)C)C2C=CC=CC=2N=N1, predict the reaction product. The product is: [NH2:1][C:2]1[N:7]=[CH:6][N:5]=[C:4]2[N:8]([CH:14]([C:16]3[C:17]([O:34][CH3:35])=[C:18]([CH:25]4[CH2:26][N:27]([C@@H:29]([CH3:33])[C:30]([NH:41][CH3:39])=[O:31])[CH2:28]4)[C:19]([CH3:24])=[C:20]([C:22]#[N:23])[CH:21]=3)[CH3:15])[N:9]=[C:10]([CH:11]([F:13])[F:12])[C:3]=12. (3) The product is: [CH2:9]([N:11]1[C:19]2[C:14](=[CH:15][CH:16]=[C:17]([C:20]3[NH:1][C:2]4[N:6]([N:5]=[CH:4][C:3]=4[C:7]#[N:8])[C:22](=[O:23])[CH:21]=3)[CH:18]=2)[CH:13]=[N:12]1)[CH3:10]. Given the reactants [NH2:1][C:2]1[NH:6][N:5]=[CH:4][C:3]=1[C:7]#[N:8].[CH2:9]([N:11]1[C:19]2[C:14](=[CH:15][CH:16]=[C:17]([C:20](=O)[CH2:21][C:22](OCC)=[O:23])[CH:18]=2)[CH:13]=[N:12]1)[CH3:10], predict the reaction product. (4) Given the reactants [O:1]=[C:2]1[C:8]2=[CH:9][C:10]3[CH:11]=[CH:12][C:13]([C:16]([NH:18][C:19]4[CH:24]=[CH:23][CH:22]=[C:21]([C:25]5[N:26]=[CH:27][N:28](C(C6C=CC=CC=6)(C6C=CC=CC=6)C6C=CC=CC=6)[CH:29]=5)[CH:20]=4)=[O:17])=[CH:14][C:15]=3[N:7]2[CH2:6][CH2:5][CH2:4][NH:3]1.CO.C(O)(C(F)(F)F)=O, predict the reaction product. The product is: [NH:28]1[CH:29]=[C:25]([C:21]2[CH:20]=[C:19]([NH:18][C:16]([C:13]3[CH:12]=[CH:11][C:10]4[CH:9]=[C:8]5[C:2](=[O:1])[NH:3][CH2:4][CH2:5][CH2:6][N:7]5[C:15]=4[CH:14]=3)=[O:17])[CH:24]=[CH:23][CH:22]=2)[N:26]=[CH:27]1. (5) Given the reactants [Cl:1][C:2]1[CH:9]=[CH:8][C:7]([N+:10]([O-:12])=[O:11])=[CH:6][C:3]=1[CH:4]=O.[CH3:13][NH2:14].[BH4-].[Na+].[CH:17]1[CH:22]=[CH:21][C:20]([CH2:23][O:24][C:25](Cl)=[O:26])=[CH:19][CH:18]=1, predict the reaction product. The product is: [Cl:1][C:2]1[CH:9]=[CH:8][C:7]([N+:10]([O-:12])=[O:11])=[CH:6][C:3]=1[CH2:4][N:14]([CH3:13])[C:25](=[O:26])[O:24][CH2:23][C:20]1[CH:21]=[CH:22][CH:17]=[CH:18][CH:19]=1. (6) Given the reactants [F:1][C:2]([F:14])([F:13])[C:3]1[CH:4]=[C:5]([CH2:9][C:10](Cl)=[O:11])[CH:6]=[CH:7][CH:8]=1.[NH2:15][C:16]1[CH:25]=[CH:24][C:23]([Br:26])=[CH:22][C:17]=1[C:18]([O:20][CH3:21])=[O:19].C(N(CC)CC)C, predict the reaction product. The product is: [Br:26][C:23]1[CH:24]=[CH:25][C:16]([NH:15][C:10](=[O:11])[CH2:9][C:5]2[CH:6]=[CH:7][CH:8]=[C:3]([C:2]([F:14])([F:13])[F:1])[CH:4]=2)=[C:17]([CH:22]=1)[C:18]([O:20][CH3:21])=[O:19]. (7) Given the reactants [C:1]([NH:4][CH:5](C(OCC)=O)[C:6]([O:8]CC)=[O:7])(=[O:3])[CH3:2].[H-].[Na+].[F:18][C:19]1[CH:24]=[CH:23][C:22]([C:25](Cl)(Cl)[C:26]2[CH:31]=[CH:30][C:29]([F:32])=[CH:28][CH:27]=2)=[CH:21][CH:20]=1.[I-].[K+], predict the reaction product. The product is: [C:1]([NH:4][CH:5]([CH:25]([C:26]1[CH:31]=[CH:30][C:29]([F:32])=[CH:28][CH:27]=1)[C:22]1[CH:23]=[CH:24][C:19]([F:18])=[CH:20][CH:21]=1)[C:6]([OH:8])=[O:7])(=[O:3])[CH3:2].